Dataset: Forward reaction prediction with 1.9M reactions from USPTO patents (1976-2016). Task: Predict the product of the given reaction. (1) Given the reactants [NH2:1][C:2]1[N:7]([CH3:8])[C:6](=[O:9])[CH:5]=[C:4]([CH2:10][CH2:11][C:12]2[CH:17]=[CH:16][CH:15]=[C:14](Br)[CH:13]=2)[N:3]=1.NC1NC(=O)[CH:23]=[C:22](CCC2C=C3C(C=CN3)=CC=2)[N:21]=1, predict the reaction product. The product is: [NH2:1][C:2]1[N:7]([CH3:8])[C:6](=[O:9])[CH:5]=[C:4]([CH2:10][CH2:11][C:12]2[CH:13]=[C:14]3[C:15]([CH:23]=[CH:22][NH:21]3)=[CH:16][CH:17]=2)[N:3]=1. (2) Given the reactants O.NN.[CH2:4]([N:11]1[CH2:16][C@@H:15]2[CH2:17][C@H:12]1[CH2:13][N:14]2[C:18]1[CH:23]=[CH:22][C:21]([N+:24]([O-])=O)=[CH:20][C:19]=1[F:27])[C:5]1[CH:10]=[CH:9][CH:8]=[CH:7][CH:6]=1.C, predict the reaction product. The product is: [NH2:24][C:21]1[CH:22]=[CH:23][C:18]([N:14]2[CH2:13][C@@H:12]3[CH2:17][C@H:15]2[CH2:16][N:11]3[CH2:4][C:5]2[CH:6]=[CH:7][CH:8]=[CH:9][CH:10]=2)=[C:19]([F:27])[CH:20]=1. (3) Given the reactants [CH3:1][C:2]1[CH:7]=[C:6]([N+:8]([O-:10])=[O:9])[CH:5]=[CH:4][C:3]=1[N:11]=[C:12]1[NH:16][C@@H:15]([CH2:17][CH:18]([CH3:20])[CH3:19])[CH2:14][S:13]1.[CH:21]1([CH2:24]Br)[CH2:23][CH2:22]1, predict the reaction product. The product is: [CH3:1][C:2]1[CH:7]=[C:6]([N+:8]([O-:10])=[O:9])[CH:5]=[CH:4][C:3]=1[N:11]=[C:12]1[N:16]([CH2:24][CH:21]2[CH2:23][CH2:22]2)[C@@H:15]([CH2:17][CH:18]([CH3:20])[CH3:19])[CH2:14][S:13]1. (4) Given the reactants [F:1][C:2]1[CH:18]=[C:17]([F:19])[CH:16]=[CH:15][C:3]=1[O:4][C:5]1[N:10]=[C:9]2[NH:11][N:12]=[C:13]([NH2:14])[C:8]2=[CH:7][N:6]=1.N1C=CC=[CH:22][CH:21]=1.[CH:26]1([C:29](Cl)=[O:30])[CH2:28][CH2:27]1, predict the reaction product. The product is: [F:1][C:2]1[CH:18]=[C:17]([F:19])[CH:16]=[CH:15][C:3]=1[O:4][C:5]1[N:10]=[C:9]2[NH:11][N:12]=[C:13]([NH:14][C:29]([CH:26]3[CH2:28][CH2:27][CH2:22][CH2:21]3)=[O:30])[C:8]2=[CH:7][N:6]=1. (5) Given the reactants Cl[C:2]1[N:3]=[C:4]([C:30]2[C:35]([O:36][CH3:37])=[CH:34][C:33]([C:38]3[CH:43]=[CH:42][CH:41]=[C:40]([F:44])[CH:39]=3)=[C:32]([Cl:45])[CH:31]=2)[C:5]2[C:10]([CH:11]=1)=[CH:9][C:8]([S:12]([N:15]([C:25]1[CH:29]=[CH:28][O:27][N:26]=1)[CH2:16][C:17]1[CH:22]=[CH:21][C:20]([O:23][CH3:24])=[CH:19][CH:18]=1)(=[O:14])=[O:13])=[CH:7][CH:6]=2.[C:46](=O)([O-])[O-:47].[Cs+].[Cs+].C(P(C(C)(C)C)C1C=CC=CC=1C1C(C(C)C)=CC(C(C)C)=CC=1C(C)C)(C)(C)C, predict the reaction product. The product is: [Cl:45][C:32]1[CH:31]=[C:30]([C:4]2[C:5]3[C:10](=[CH:9][C:8]([S:12]([N:15]([C:25]4[CH:29]=[CH:28][O:27][N:26]=4)[CH2:16][C:17]4[CH:22]=[CH:21][C:20]([O:23][CH3:24])=[CH:19][CH:18]=4)(=[O:13])=[O:14])=[CH:7][CH:6]=3)[CH:11]=[C:2]([O:47][CH3:46])[N:3]=2)[C:35]([O:36][CH3:37])=[CH:34][C:33]=1[C:38]1[CH:43]=[CH:42][CH:41]=[C:40]([F:44])[CH:39]=1. (6) Given the reactants [Cl:1][C:2]1[CH:10]=[C:9]2[C:5]([C:6]([C:11]([OH:13])=[O:12])=[N:7][NH:8]2)=[CH:4][C:3]=1[C:14]1[CH:19]=[CH:18][C:17]([O:20][CH3:21])=[CH:16][CH:15]=1.[CH:22]1[C:27](O)=[CH:26][CH:25]=[C:24]([CH3:29])[CH:23]=1.C(N(CC)CC)C, predict the reaction product. The product is: [C:24]1([CH3:29])[CH:25]=[CH:26][C:27]([O:12][C:11]([C:6]2[C:5]3[C:9](=[CH:10][C:2]([Cl:1])=[C:3]([C:14]4[CH:19]=[CH:18][C:17]([O:20][CH3:21])=[CH:16][CH:15]=4)[CH:4]=3)[NH:8][N:7]=2)=[O:13])=[CH:22][CH:23]=1.